From a dataset of Reaction yield outcomes from USPTO patents with 853,638 reactions. Predict the reaction yield, written as a fraction of the theoretical maximum amount of product (1.0 means a 100% yield; for example, 0.34 means a 34% yield). (1) The reactants are [CH3:1][N:2]1[C@@H:19]2[CH2:20][C:7]3[CH:8]=[CH:9][C:10]([O:22][CH3:23])=[C:11]4[O:12][C@H:13]5[C:14]([CH2:16][CH2:17][C@:18]2([OH:21])[C@:5]5([C:6]=34)[CH2:4][CH2:3]1)=[O:15].Cl. The catalyst is C(Cl)(Cl)Cl. The product is [CH3:1][N:2]1[C@@H:19]2[CH2:20][C:7]3[CH:8]=[CH:9][C:10]([O:22][CH3:23])=[C:11]4[O:12][C@H:13]5[C:14]([CH2:16][CH2:17][C@:18]2([OH:21])[C@:5]5([C:6]=34)[CH2:4][CH2:3]1)=[O:15]. The yield is 0.930. (2) The reactants are [F:1][C:2]([F:20])([F:19])[C:3](O)=[CH:4][C:5]([C:7]1[CH:17]=[CH:16][C:10]2[O:11][CH2:12][C:13](=[O:15])[NH:14][C:9]=2[CH:8]=1)=O.Cl.[F:22][C:23]1[CH:28]=[C:27]([F:29])[CH:26]=[CH:25][C:24]=1[NH:30][NH2:31]. No catalyst specified. The product is [F:22][C:23]1[CH:28]=[C:27]([F:29])[CH:26]=[CH:25][C:24]=1[N:30]1[C:5]([C:7]2[CH:17]=[CH:16][C:10]3[O:11][CH2:12][C:13](=[O:15])[NH:14][C:9]=3[CH:8]=2)=[CH:4][C:3]([C:2]([F:20])([F:19])[F:1])=[N:31]1. The yield is 0.840.